Regression. Given a peptide amino acid sequence and an MHC pseudo amino acid sequence, predict their binding affinity value. This is MHC class I binding data. From a dataset of Peptide-MHC class I binding affinity with 185,985 pairs from IEDB/IMGT. (1) The peptide sequence is IGKMNKHYK. The MHC is HLA-A80:01 with pseudo-sequence HLA-A80:01. The binding affinity (normalized) is 0.0847. (2) The peptide sequence is KYLFSPNML. The MHC is HLA-A30:01 with pseudo-sequence HLA-A30:01. The binding affinity (normalized) is 0.808. (3) The peptide sequence is FPVSIPITAA. The MHC is HLA-B51:01 with pseudo-sequence HLA-B51:01. The binding affinity (normalized) is 0.216. (4) The peptide sequence is YHRPLTGYM. The MHC is HLA-B15:09 with pseudo-sequence HLA-B15:09. The binding affinity (normalized) is 0.152. (5) The peptide sequence is KDPIEGEET. The MHC is Mamu-A11 with pseudo-sequence Mamu-A11. The binding affinity (normalized) is 0. (6) The MHC is HLA-B08:01 with pseudo-sequence HLA-B08:01. The binding affinity (normalized) is 0.0847. The peptide sequence is YIYIVNMFY. (7) The peptide sequence is RMIRNQILV. The MHC is H-2-Kb with pseudo-sequence H-2-Kb. The binding affinity (normalized) is 0.312. (8) The peptide sequence is IVEVPEDGI. The MHC is HLA-A02:01 with pseudo-sequence HLA-A02:01. The binding affinity (normalized) is 0.279. (9) The peptide sequence is SLNLAKEAV. The MHC is HLA-B15:01 with pseudo-sequence HLA-B15:01. The binding affinity (normalized) is 0.0355. (10) The peptide sequence is HFIYHKREK. The MHC is HLA-B39:01 with pseudo-sequence HLA-B39:01. The binding affinity (normalized) is 0.0847.